From a dataset of Retrosynthesis with 50K atom-mapped reactions and 10 reaction types from USPTO. Predict the reactants needed to synthesize the given product. (1) Given the product CC1(N)CCN(C(=O)OC(C)(C)C)CC1, predict the reactants needed to synthesize it. The reactants are: CC(C)(C)OC(=O)N1CCC(C)(C(N)=O)CC1. (2) Given the product CCS(=O)(=O)N1CCC(c2c[nH]c3c(C(N)=O)cc(-c4cccc(CN(CCOC)CCOC)c4)cc23)CC1, predict the reactants needed to synthesize it. The reactants are: CCS(=O)(=O)N1CCC(c2c[nH]c3c(C(N)=O)cc(-c4cccc(C=O)c4)cc23)CC1.COCCNCCOC. (3) Given the product c1ccc(Oc2ccc(O[C@@H]3CN4CCC3CC4)cc2)cc1, predict the reactants needed to synthesize it. The reactants are: Ic1ccc(Oc2ccccc2)cc1.O[C@H]1CN2CCC1CC2. (4) Given the product CC(C)C[C@H]1[C@@H](OC2CCCCO2)CC(=O)N1C(=O)OC(C)(C)C, predict the reactants needed to synthesize it. The reactants are: CC(C)(C)OC(=O)OC(=O)OC(C)(C)C.CC(C)CC1NC(=O)CC1OC1CCCCO1. (5) Given the product COc1ccc([C@](C)(N)C(=O)O)cc1, predict the reactants needed to synthesize it. The reactants are: COc1ccc([C@](C)(NC(C)=O)C(=O)O)cc1. (6) Given the product CCOC(=O)COc1cc(Cl)c(C=O)c(Cl)c1, predict the reactants needed to synthesize it. The reactants are: CCOC(=O)CBr.O=Cc1c(Cl)cc(O)cc1Cl. (7) Given the product CCOC(OCC)c1ccc(-c2ccccc2-c2nnn(C3CCCCO3)n2)cc1, predict the reactants needed to synthesize it. The reactants are: Brc1ccccc1-c1nnn(C2CCCCO2)n1.CCOC(OCC)c1ccc(Br)cc1. (8) Given the product O=C(COC1CCN(C(=O)c2cc(Cc3n[nH]c(=O)c4ccccc34)ccc2F)CC1)N1CCCC1, predict the reactants needed to synthesize it. The reactants are: O=C(COC1CCNCC1)N1CCCC1.O=C(O)c1cc(Cc2n[nH]c(=O)c3ccccc23)ccc1F.